This data is from Forward reaction prediction with 1.9M reactions from USPTO patents (1976-2016). The task is: Predict the product of the given reaction. (1) Given the reactants [CH:1]1([CH2:4][OH:5])[CH2:3][CH2:2]1.O[C:7]1[CH:8]=[C:9]([CH:14]=[C:15]([N:17]2[CH2:21][CH2:20][CH2:19][C:18]2=[O:22])[CH:16]=1)[C:10]([O:12][CH3:13])=[O:11], predict the reaction product. The product is: [CH:1]1([CH2:4][O:5][C:7]2[CH:8]=[C:9]([CH:14]=[C:15]([N:17]3[CH2:21][CH2:20][CH2:19][C:18]3=[O:22])[CH:16]=2)[C:10]([O:12][CH3:13])=[O:11])[CH2:3][CH2:2]1. (2) Given the reactants [CH3:1][C:2]1([CH3:14])[C:6]([CH3:8])([CH3:7])[O:5][B:4]([C:9]2[CH:10]=[N:11][NH:12][CH:13]=2)[O:3]1.Br[CH2:16][C:17]1[S:18][C:19]2[CH:25]=[CH:24][CH:23]=[CH:22][C:20]=2[N:21]=1.[H-].[Na+], predict the reaction product. The product is: [CH3:1][C:2]1([CH3:14])[C:6]([CH3:7])([CH3:8])[O:5][B:4]([C:9]2[CH:13]=[N:12][N:11]([CH2:16][C:17]3[S:18][C:19]4[CH:25]=[CH:24][CH:23]=[CH:22][C:20]=4[N:21]=3)[CH:10]=2)[O:3]1. (3) Given the reactants Br[C:2]1[N:3]=[C:4]([C:9]2[NH:13][C:12]3[CH:14]=[C:15]([CH3:18])[CH:16]=[CH:17][C:11]=3[N:10]=2)[C:5]([NH2:8])=[N:6][CH:7]=1.B([C:22]1[CH:30]=[CH:29][C:25]([C:26]([OH:28])=[O:27])=[CH:24][CH:23]=1)(O)O.C([O-])([O-])=O.[Na+].[Na+].N#N, predict the reaction product. The product is: [NH2:8][C:5]1[N:6]=[CH:7][C:2]([C:22]2[CH:30]=[CH:29][C:25]([C:26]([OH:28])=[O:27])=[CH:24][CH:23]=2)=[N:3][C:4]=1[C:9]1[NH:13][C:12]2[CH:14]=[C:15]([CH3:18])[CH:16]=[CH:17][C:11]=2[N:10]=1. (4) Given the reactants Br[C:2]1[S:6][C:5]([C:7]([O:9][CH3:10])=[O:8])=[C:4]([NH:11][CH2:12][C:13]2[CH:18]=[CH:17][C:16]([CH3:19])=[CH:15][CH:14]=2)[CH:3]=1.CC1(C)C(C)(C)OB([C:28]2[CH:33]=[CH:32][C:31]([CH2:34][OH:35])=[CH:30][CH:29]=2)O1.C([O-])([O-])=O.[Na+].[Na+], predict the reaction product. The product is: [OH:35][CH2:34][C:31]1[CH:32]=[CH:33][C:28]([C:2]2[S:6][C:5]([C:7]([O:9][CH3:10])=[O:8])=[C:4]([NH:11][CH2:12][C:13]3[CH:18]=[CH:17][C:16]([CH3:19])=[CH:15][CH:14]=3)[CH:3]=2)=[CH:29][CH:30]=1.